Dataset: Reaction yield outcomes from USPTO patents with 853,638 reactions. Task: Predict the reaction yield, written as a fraction of the theoretical maximum amount of product (1.0 means a 100% yield; for example, 0.34 means a 34% yield). (1) The reactants are Cl[C:2]1[C:11]2[C:6](=[C:7]([O:14][CH3:15])[C:8]([O:12][CH3:13])=[CH:9][CH:10]=2)[N:5]=[CH:4][N:3]=1.Cl.[O:17]1[CH2:21][CH2:20][C@@H:19]([NH2:22])[CH2:18]1. The catalyst is CN(C=O)C. The product is [CH3:13][O:12][C:8]1[C:7]([O:14][CH3:15])=[C:6]2[C:11]([C:2]([NH:22][C@@H:19]3[CH2:20][CH2:21][O:17][CH2:18]3)=[N:3][CH:4]=[N:5]2)=[CH:10][CH:9]=1. The yield is 0.670. (2) The reactants are Br[C:2]1[CH:7]=[CH:6][C:5]([NH:8][C:9]2[N:13]=[C:12]([NH2:14])[NH:11][N:10]=2)=[CH:4][C:3]=1[Cl:15].[F:16][C:17]1[CH:18]=[C:19](B(O)O)[CH:20]=[CH:21][C:22]=1[F:23].C(=O)([O-])[O-].[K+].[K+]. The catalyst is C1C=CC([P]([Pd]([P](C2C=CC=CC=2)(C2C=CC=CC=2)C2C=CC=CC=2)([P](C2C=CC=CC=2)(C2C=CC=CC=2)C2C=CC=CC=2)[P](C2C=CC=CC=2)(C2C=CC=CC=2)C2C=CC=CC=2)(C2C=CC=CC=2)C2C=CC=CC=2)=CC=1.O1CCOCC1. The product is [Cl:15][C:3]1[CH:4]=[C:5]([NH:8][C:9]2[N:13]=[C:12]([NH2:14])[NH:11][N:10]=2)[CH:6]=[CH:7][C:2]=1[C:20]1[CH:19]=[CH:18][C:17]([F:16])=[C:22]([F:23])[CH:21]=1. The yield is 0.240. (3) The reactants are C([O:5][C:6]([CH:8]1[CH:12]([C:13]2[CH:18]=[CH:17][CH:16]=[C:15]([Cl:19])[C:14]=2[F:20])[C:11]([C:23]2[CH:28]=[CH:27][C:26]([Cl:29])=[CH:25][C:24]=2[F:30])([C:21]#[N:22])[CH:10]([CH2:31][C:32]([C:35]2[CH2:36][CH2:37][O:38][CH2:39][CH:40]=2)([CH3:34])[CH3:33])[NH:9]1)=[O:7])(C)(C)C.[F:41][C:42]([F:47])([F:46])[C:43]([OH:45])=[O:44]. The catalyst is ClCCl. The product is [F:41][C:42]([F:47])([F:46])[C:43]([OH:45])=[O:44].[Cl:19][C:15]1[C:14]([F:20])=[C:13]([CH:12]2[C:11]([C:23]3[CH:28]=[CH:27][C:26]([Cl:29])=[CH:25][C:24]=3[F:30])([C:21]#[N:22])[CH:10]([CH2:31][C:32]([C:35]3[CH2:36][CH2:37][O:38][CH2:39][CH:40]=3)([CH3:34])[CH3:33])[NH:9][CH:8]2[C:6]([OH:7])=[O:5])[CH:18]=[CH:17][CH:16]=1. The yield is 0.990. (4) The reactants are Br[C:2]1[CH:7]=[CH:6][N:5]=[C:4]([CH3:8])[CH:3]=1.C([O-])([O-])=O.[K+].[K+].[CH3:15][O:16][C:17]([C:19]1[CH:24]=[CH:23][C:22](B(O)O)=[C:21]([N+:28]([O-:30])=[O:29])[CH:20]=1)=[O:18]. The catalyst is O1CCOCC1.O.CCOC(C)=O.C1C=CC(P(C2C=CC=CC=2)[C-]2C=CC=C2)=CC=1.C1C=CC(P(C2C=CC=CC=2)[C-]2C=CC=C2)=CC=1.Cl[Pd]Cl.[Fe+2].C(Cl)Cl. The product is [CH3:8][C:4]1[CH:3]=[C:2]([C:22]2[CH:23]=[CH:24][C:19]([C:17]([O:16][CH3:15])=[O:18])=[CH:20][C:21]=2[N+:28]([O-:30])=[O:29])[CH:7]=[CH:6][N:5]=1. The yield is 0.300.